From a dataset of Catalyst prediction with 721,799 reactions and 888 catalyst types from USPTO. Predict which catalyst facilitates the given reaction. (1) The catalyst class is: 17. Reactant: [N:1]1([CH2:7][CH2:8][OH:9])[CH2:6][CH2:5][CH2:4][CH2:3][CH2:2]1.[C:10]1([CH3:20])[CH:15]=[CH:14][C:13]([S:16](Cl)(=[O:18])=[O:17])=[CH:12][CH:11]=1. Product: [N:1]1([CH2:7][CH2:8][O:9][S:16]([C:13]2[CH:14]=[CH:15][C:10]([CH3:20])=[CH:11][CH:12]=2)(=[O:18])=[O:17])[CH2:6][CH2:5][CH2:4][CH2:3][CH2:2]1. (2) The catalyst class is: 104. Product: [NH2:1][C:2]1[C:7]2[C:8]([C:11]3[CH:16]=[CH:15][C:14]([F:17])=[C:13]([Cl:18])[CH:12]=3)=[CH:9][S:10][C:6]=2[C:5]([C:28]2[CH:33]=[CH:32][CH:31]=[C:30]([S:34](=[O:36])(=[O:35])[NH2:37])[CH:29]=2)=[CH:4][N:3]=1. Reactant: [NH2:1][C:2]1[C:7]2[C:8]([C:11]3[CH:16]=[CH:15][C:14]([F:17])=[C:13]([Cl:18])[CH:12]=3)=[CH:9][S:10][C:6]=2[C:5](Br)=[CH:4][N:3]=1.CC1(C)C(C)(C)OB([C:28]2[CH:29]=[C:30]([S:34]([NH2:37])(=[O:36])=[O:35])[CH:31]=[CH:32][CH:33]=2)O1.C([O-])([O-])=O.[Na+].[Na+].CN(C=O)C. (3) Reactant: BrC1C=CC(O)=C([C:8]2[CH:17]=[CH:16][C:15]3[C:10](=[CH:11][CH:12]=[C:13]([C:18]4[N:22]([CH:23]5[CH2:28][CH2:27][CH2:26][CH2:25][CH2:24]5)[C:21]5[CH:29]=[CH:30][C:31]([C:33]([OH:35])=[O:34])=[CH:32][C:20]=5[N:19]=4)[CH:14]=3)[N:9]=2)C=1.[CH2:37]([N:40]([CH2:45]CC)[CH2:41][C:42](=O)[CH3:43])[CH2:38][CH3:39].[OH-].[K+]. Product: [CH:23]1([N:22]2[C:21]3[CH:29]=[CH:30][C:31]([C:33]([OH:35])=[O:34])=[CH:32][C:20]=3[N:19]=[C:18]2[C:13]2[CH:14]=[C:15]3[C:10](=[CH:11][CH:12]=2)[N:9]=[C:8]([CH2:45][N:40]([CH2:41][CH2:42][CH3:43])[CH2:37][CH2:38][CH3:39])[CH:17]=[CH:16]3)[CH2:24][CH2:25][CH2:26][CH2:27][CH2:28]1. The catalyst class is: 8. (4) Reactant: [CH3:1][O:2][C:3](=[O:22])[CH:4]([NH:12][C:13](=[O:21])[C:14]1[CH:19]=[CH:18][C:17](I)=[CH:16][CH:15]=1)[CH2:5][C:6]1[CH:11]=[CH:10][CH:9]=[CH:8][CH:7]=1.[CH2:23]([O:30][C:31]1[CH:36]=[CH:35][C:34](B(O)O)=[CH:33][C:32]=1[F:40])[C:24]1[CH:29]=[CH:28][CH:27]=[CH:26][CH:25]=1.C(=O)([O-])[O-].[Na+].[Na+]. Product: [CH3:1][O:2][C:3](=[O:22])[CH:4]([NH:12][C:13]([C:14]1[CH:19]=[CH:18][C:17]([C:34]2[CH:35]=[CH:36][C:31]([O:30][CH2:23][C:24]3[CH:25]=[CH:26][CH:27]=[CH:28][CH:29]=3)=[C:32]([F:40])[CH:33]=2)=[CH:16][CH:15]=1)=[O:21])[CH2:5][C:6]1[CH:11]=[CH:10][CH:9]=[CH:8][CH:7]=1. The catalyst class is: 276. (5) Reactant: [CH2:1]([O:8][C:9](=[O:19])[NH:10][C:11]1[CH:16]=[CH:15][C:14](Br)=[C:13]([F:18])[CH:12]=1)[C:2]1[CH:7]=[CH:6][CH:5]=[CH:4][CH:3]=1.[C:20]([O:24][CH2:25][CH3:26])(=[O:23])[CH:21]=[CH2:22].CCN(C(C)C)C(C)C.C1(P(C2C=CC=CC=2)C2C=CC=CC=2)C=CC=CC=1. Product: [CH2:25]([O:24][C:20](=[O:23])[CH:21]=[CH:22][C:14]1[CH:15]=[CH:16][C:11]([NH:10][C:9]([O:8][CH2:1][C:2]2[CH:7]=[CH:6][CH:5]=[CH:4][CH:3]=2)=[O:19])=[CH:12][C:13]=1[F:18])[CH3:26]. The catalyst class is: 274. (6) Product: [N:25]([CH:11]1[CH2:12][CH2:13][CH:8]([O:7][C:2]2[N:3]=[CH:4][CH:5]=[CH:6][N:1]=2)[CH2:9][CH2:10]1)=[N+:26]=[N-:27]. Reactant: [N:1]1[CH:6]=[CH:5][CH:4]=[N:3][C:2]=1[O:7][CH:8]1[CH2:13][CH2:12][CH:11](C2C=C(C)C=CC=2S([O-])(=O)=O)[CH2:10][CH2:9]1.[N-:25]=[N+:26]=[N-:27].[Na+]. The catalyst class is: 18. (7) Reactant: [C:1]([O:8][CH2:9][CH3:10])(=[O:7])[C:2]([O:4]CC)=O.[O-]CC.[Na+].[CH3:15][N:16]1[CH:20]=[C:19]([C:21](=[O:23])[CH3:22])[CH:18]=[N:17]1.O. Product: [CH2:9]([O:8][C:1](=[O:7])[C:2](=[O:4])[CH2:22][C:21]([C:19]1[CH:18]=[N:17][N:16]([CH3:15])[CH:20]=1)=[O:23])[CH3:10]. The catalyst class is: 621. (8) Reactant: [Cl:1][C:2]1[C:3]([NH:10][C:11]2[CH:16]=[CH:15][C:14]([Cl:17])=[CH:13][CH:12]=2)=[N:4][CH:5]=[C:6]([CH:9]=1)[C:7]#[N:8].C[O-].[Na+].[NH4+:21].[Cl-]. Product: [Cl:1][C:2]1[C:3]([NH:10][C:11]2[CH:16]=[CH:15][C:14]([Cl:17])=[CH:13][CH:12]=2)=[N:4][CH:5]=[C:6]([CH:9]=1)[C:7]([NH2:21])=[NH:8]. The catalyst class is: 5. (9) Reactant: C(NC(C)C)(C)C.C([Li])CCC.[C:13]([O:18][CH2:19][CH3:20])(=[O:17])[CH:14]([CH3:16])[CH3:15].Br[CH2:22][CH2:23][CH2:24][CH2:25][CH2:26][O:27][CH:28]1[CH2:33][CH2:32][CH2:31][CH2:30][O:29]1.[Cl-].[NH4+]. Product: [CH3:15][C:14]([CH3:16])([CH2:22][CH2:23][CH2:24][CH2:25][CH2:26][O:27][CH:28]1[CH2:33][CH2:32][CH2:31][CH2:30][O:29]1)[C:13]([O:18][CH2:19][CH3:20])=[O:17]. The catalyst class is: 1.